This data is from CYP3A4 inhibition data for predicting drug metabolism from PubChem BioAssay. The task is: Regression/Classification. Given a drug SMILES string, predict its absorption, distribution, metabolism, or excretion properties. Task type varies by dataset: regression for continuous measurements (e.g., permeability, clearance, half-life) or binary classification for categorical outcomes (e.g., BBB penetration, CYP inhibition). Dataset: cyp3a4_veith. (1) The molecule is N[C@H](C(=O)O)[C@@H](O)c1cnc[nH]1. The result is 0 (non-inhibitor). (2) The compound is CC(NCc1ccc(Cl)cc1)C(O)c1ccccc1.Cl. The result is 0 (non-inhibitor). (3) The drug is O=C(NCc1ccc(F)cc1)C(c1ccncc1)N(C(=O)c1csnn1)C1CC1. The result is 1 (inhibitor). (4) The compound is C[N+](C)(C)CC(=O)N/N=C\c1c(O)ccc2ccccc12. The result is 0 (non-inhibitor). (5) The drug is Cn1c(=O)c2[nH]c(CCC(=O)O)nc2n(C)c1=O. The result is 0 (non-inhibitor). (6) The compound is Cc1nc(SCC(=O)NCCc2ccc(Cl)cc2)nc(C)c1C. The result is 1 (inhibitor). (7) The drug is O=C1COc2ccccc2CN1. The result is 0 (non-inhibitor). (8) The drug is C[C@H]1COC(=O)CC=C[C@@H](C)[C@@H]2C=C[C@H](O)[C@@H](COC1=O)O2. The result is 0 (non-inhibitor). (9) The drug is Cc1cc(C)n(-c2nc3ccccc3c(=O)n2OCc2ccc(Cl)cc2)n1. The result is 1 (inhibitor). (10) The result is 1 (inhibitor). The compound is CC(=O)Oc1ccc2ccccc2c1C(NC(=O)Cc1ccccc1)c1ccc(Cl)cc1.